From a dataset of Reaction yield outcomes from USPTO patents with 853,638 reactions. Predict the reaction yield, written as a fraction of the theoretical maximum amount of product (1.0 means a 100% yield; for example, 0.34 means a 34% yield). (1) The reactants are [CH2:1]([O:8][C:9]1[N:14]=[C:13]2[S:15][C:16]([N:18]=[C:19](SC)SC)=[N:17][C:12]2=[CH:11][CH:10]=1)[C:2]1[CH:7]=[CH:6][CH:5]=[CH:4][CH:3]=1.Cl.Cl.[NH2:26][CH2:27][C@@:28]1([OH:36])[CH:33]2[CH2:34][CH2:35][N:30]([CH2:31][CH2:32]2)[CH2:29]1.C(=O)([O-])[O-].[Cs+].[Cs+].O. The catalyst is CN(C=O)C. The yield is 0.670. The product is [CH2:1]([O:8][C:9]1[N:14]=[C:13]2[S:15][C:16]([NH:18][C:19]3[O:36][C@:28]4([CH2:27][N:26]=3)[CH:33]3[CH2:34][CH2:35][N:30]([CH2:31][CH2:32]3)[CH2:29]4)=[N:17][C:12]2=[CH:11][CH:10]=1)[C:2]1[CH:7]=[CH:6][CH:5]=[CH:4][CH:3]=1. (2) The reactants are [CH2:1]([O:3][C:4](=[O:23])[C:5]1[CH:10]=[CH:9][C:8]([NH:11][C:12]2[CH:17]=[CH:16][CH:15]=[C:14]([CH2:18][OH:19])[CH:13]=2)=[C:7]([N+:20]([O-])=O)[CH:6]=1)[CH3:2]. The catalyst is CO.[Pd]. The product is [CH2:1]([O:3][C:4](=[O:23])[C:5]1[CH:10]=[CH:9][C:8]([NH:11][C:12]2[CH:17]=[CH:16][CH:15]=[C:14]([CH2:18][OH:19])[CH:13]=2)=[C:7]([NH2:20])[CH:6]=1)[CH3:2]. The yield is 0.930. (3) The reactants are [NH2:1][C:2]1[CH:10]=[C:9]2[C:5]([CH2:6][CH2:7][C:8]2=[O:11])=[CH:4][CH:3]=1.C(=O)([O-])[O-].[Ca+2].[I:17]Cl.S([O-])([O-])(=O)=S.[Na+].[Na+]. The catalyst is CO.O. The product is [NH2:1][C:2]1[C:10]([I:17])=[C:9]2[C:5]([CH2:6][CH2:7][C:8]2=[O:11])=[CH:4][CH:3]=1. The yield is 0.860. (4) The reactants are [NH2:1][CH2:2][CH2:3][C:4]([O:6][C:7]([CH3:10])([CH3:9])[CH3:8])=[O:5].S(O[NH:22][CH2:23][CH2:24][C:25]([O:27][C:28]([CH3:31])([CH3:30])[CH3:29])=[O:26])(C1C=CC(C)=CC=1)(=O)=O. The catalyst is C1COCC1. The product is [NH:22]([CH2:23][CH2:24][C:25]([O:27][C:28]([CH3:31])([CH3:30])[CH3:29])=[O:26])[NH:1][CH2:2][CH2:3][C:4]([O:6][C:7]([CH3:10])([CH3:9])[CH3:8])=[O:5]. The yield is 0.620. (5) The reactants are [NH2:1][N:2]1[CH:6]=[C:5]([F:7])[CH:4]=[C:3]1[C:8]([O:10]C)=O.C(O/[CH:15]=[CH:16]/[C:17]([O:19][CH2:20][CH3:21])=[O:18])C.C1(C)C(S(O)(=O)=O)=CC=CC=1.CC(C)([O-])C.[Na+]. The catalyst is C(O)C.O. The product is [F:7][C:5]1[CH:4]=[C:3]2[C:8]([OH:10])=[C:16]([C:17]([O:19][CH2:20][CH3:21])=[O:18])[CH:15]=[N:1][N:2]2[CH:6]=1. The yield is 0.533.